Dataset: Reaction yield outcomes from USPTO patents with 853,638 reactions. Task: Predict the reaction yield, written as a fraction of the theoretical maximum amount of product (1.0 means a 100% yield; for example, 0.34 means a 34% yield). (1) The reactants are [Cl:1][C:2]1[N:7]=[C:6](SC)[N:5]=[C:4]([NH:10][C:11]2[NH:15][N:14]=[C:13]([CH3:16])[CH:12]=2)[CH:3]=1.O[O:18][S:19]([O-:21])=O.[K+].[C:23](=O)(O)[O-]. The catalyst is CO.O. The product is [Cl:1][C:2]1[N:7]=[C:6]([S:19]([CH3:23])(=[O:21])=[O:18])[N:5]=[C:4]([NH:10][C:11]2[NH:15][N:14]=[C:13]([CH3:16])[CH:12]=2)[CH:3]=1. The yield is 0.800. (2) The reactants are Br[C:2]1[CH:3]=[C:4]2[C:8](=[CH:9][C:10]=1[O:11][CH2:12][CH2:13][CH3:14])[CH2:7][CH2:6][CH2:5]2.C(=[NH:28])(C1C=CC=CC=1)C1C=CC=CC=1.CC1(C)C2C=CC=C(P(C3C=CC=CC=3)C3C=CC=CC=3)C=2OC2C1=CC=CC=2P(C1C=CC=CC=1)C1C=CC=CC=1.C(=O)([O-])[O-].[Cs+].[Cs+].[Cl-].[NH4+]. The catalyst is C1C=CC(/C=C/C(/C=C/C2C=CC=CC=2)=O)=CC=1.C1C=CC(/C=C/C(/C=C/C2C=CC=CC=2)=O)=CC=1.C1C=CC(/C=C/C(/C=C/C2C=CC=CC=2)=O)=CC=1.[Pd].[Pd].O. The product is [CH2:12]([O:11][C:10]1[CH:9]=[C:8]2[C:4]([CH2:5][CH2:6][CH2:7]2)=[CH:3][C:2]=1[NH2:28])[CH2:13][CH3:14]. The yield is 0.170. (3) The reactants are [O:1]1[CH2:6]C[CH2:4][O:3][CH:2]1[C:7]1[CH:8]=[CH:9][C:10]([C:13]2[S:21][C:20]3[C:15](=[N:16][CH:17]=[CH:18][C:19]=3[O:22][C:23]3[CH:28]=[CH:27][C:26]([N+:29]([O-:31])=[O:30])=[CH:25][C:24]=3[F:32])[CH:14]=2)=[N:11][CH:12]=1.O1CCOC1C1C=CC(C2SC3C(=NC=CC=3Cl)C=2)=NC=1. No catalyst specified. The product is [O:1]1[CH2:6][CH2:4][O:3][CH:2]1[C:7]1[CH:8]=[CH:9][C:10]([C:13]2[S:21][C:20]3[C:15](=[N:16][CH:17]=[CH:18][C:19]=3[O:22][C:23]3[CH:28]=[CH:27][C:26]([N+:29]([O-:31])=[O:30])=[CH:25][C:24]=3[F:32])[CH:14]=2)=[N:11][CH:12]=1. The yield is 0.720. (4) The reactants are C(O[C:4]1[C:5](=[O:16])[C:6](=[O:15])[C:7]=1[NH:8][C:9]1[CH:10]=[N:11][CH:12]=[CH:13][CH:14]=1)C.[Cl:17][C:18]1[CH:32]=[CH:31][C:21]([O:22][C:23]2[CH:30]=[CH:29][C:26]([CH2:27][NH2:28])=[CH:25][CH:24]=2)=[CH:20][CH:19]=1. No catalyst specified. The product is [Cl:17][C:18]1[CH:32]=[CH:31][C:21]([O:22][C:23]2[CH:30]=[CH:29][C:26]([CH2:27][NH:28][C:4]3[C:5](=[O:16])[C:6](=[O:15])[C:7]=3[NH:8][C:9]3[CH:10]=[N:11][CH:12]=[CH:13][CH:14]=3)=[CH:25][CH:24]=2)=[CH:20][CH:19]=1. The yield is 0.680.